From a dataset of Full USPTO retrosynthesis dataset with 1.9M reactions from patents (1976-2016). Predict the reactants needed to synthesize the given product. Given the product [CH3:1][O:2][C:3]([C:5]1[C:6]([CH3:17])=[C:7]2[C:12]([NH:18][CH:19]3[CH2:24][CH2:23][N:22]([CH2:25][C:26]4[CH:31]=[CH:30][CH:29]=[CH:28][CH:27]=4)[CH2:21][CH2:20]3)=[C:11]([C:14]#[N:15])[CH:10]=[N:9][N:8]2[CH:16]=1)=[O:4], predict the reactants needed to synthesize it. The reactants are: [CH3:1][O:2][C:3]([C:5]1[C:6]([CH3:17])=[C:7]2[C:12](Cl)=[C:11]([C:14]#[N:15])[CH:10]=[N:9][N:8]2[CH:16]=1)=[O:4].[NH2:18][CH:19]1[CH2:24][CH2:23][N:22]([CH2:25][C:26]2[CH:31]=[CH:30][CH:29]=[CH:28][CH:27]=2)[CH2:21][CH2:20]1.COC(C1C(C)=C2C(NC3C=CC(OC4C=CC=CC=4OC(C(OC(C)(C)C)=O)(C)C)=CC=3)=C(C#N)C=NN2C=1)=O.